This data is from Reaction yield outcomes from USPTO patents with 853,638 reactions. The task is: Predict the reaction yield, written as a fraction of the theoretical maximum amount of product (1.0 means a 100% yield; for example, 0.34 means a 34% yield). (1) The reactants are [C:1]([O:5][C:6]([N:8]1[CH2:11][CH:10]([NH:12][C:13]2[CH:14]=[C:15]3[C:24](=[CH:25][C:26]=2[C:27]([CH3:29])=[CH2:28])[O:23][CH2:22][C:21]2[N:16]3[CH:17]([CH3:31])[C:18](=[O:30])[NH:19][N:20]=2)[CH2:9]1)=[O:7])([CH3:4])([CH3:3])[CH3:2]. The product is [C:1]([O:5][C:6]([N:8]1[CH2:11][CH:10]([NH:12][C:13]2[CH:14]=[C:15]3[C:24](=[CH:25][C:26]=2[CH:27]([CH3:28])[CH3:29])[O:23][CH2:22][C:21]2[N:16]3[CH:17]([CH3:31])[C:18](=[O:30])[NH:19][N:20]=2)[CH2:9]1)=[O:7])([CH3:4])([CH3:3])[CH3:2]. The yield is 0.740. The catalyst is CO.[Pd]. (2) The reactants are I[C:2]1[CH:8]=[CH:7][C:5]([NH2:6])=[CH:4][CH:3]=1.[C:9]([O:13][C:14]([N:16]1[CH2:21][CH2:20][NH:19][CH2:18][CH2:17]1)=[O:15])([CH3:12])([CH3:11])[CH3:10].P([O-])([O-])([O-])=O.[K+].[K+].[K+].C(O)CO. The catalyst is CC(O)C.[Cu](I)I. The product is [C:9]([O:13][C:14]([N:16]1[CH2:21][CH2:20][N:19]([C:2]2[CH:8]=[CH:7][C:5]([NH2:6])=[CH:4][CH:3]=2)[CH2:18][CH2:17]1)=[O:15])([CH3:12])([CH3:10])[CH3:11]. The yield is 0.430.